Dataset: Reaction yield outcomes from USPTO patents with 853,638 reactions. Task: Predict the reaction yield, written as a fraction of the theoretical maximum amount of product (1.0 means a 100% yield; for example, 0.34 means a 34% yield). (1) The reactants are C[C@H]1P(CCP2[C@H](C)CC[C@H]2C)[C@H](C)CC1.[CH3:17][O:18][C:19](=[O:31])[CH2:20][C:21]1[C:25]2[CH:26]=[CH:27][C:28]([OH:30])=[CH:29][C:24]=2[O:23][CH:22]=1.[H][H]. The catalyst is CO. The product is [CH3:17][O:18][C:19](=[O:31])[CH2:20][CH:21]1[C:25]2[CH:26]=[CH:27][C:28]([OH:30])=[CH:29][C:24]=2[O:23][CH2:22]1. The yield is 0.415. (2) The reactants are [Cl:1][C:2]1[C:11](I)=[CH:10][C:9]([Cl:13])=[CH:8][C:3]=1[C:4]([O:6][CH3:7])=[O:5].[CH3:14][N:15]1[C:19](B2OC(C)(C)C(C)(C)O2)=[CH:18][CH:17]=[N:16]1.C(=O)(O)[O-].[Na+].CN(C)C=O. The catalyst is Cl[Pd](Cl)([P](C1C=CC=CC=1)(C1C=CC=CC=1)C1C=CC=CC=1)[P](C1C=CC=CC=1)(C1C=CC=CC=1)C1C=CC=CC=1.O. The product is [Cl:1][C:2]1[C:11]([C:19]2[N:15]([CH3:14])[N:16]=[CH:17][CH:18]=2)=[CH:10][C:9]([Cl:13])=[CH:8][C:3]=1[C:4]([O:6][CH3:7])=[O:5]. The yield is 0.840. (3) The reactants are [CH3:1][C:2]1([CH3:20])[CH2:7][CH2:6][CH2:5][C:4]([CH3:9])([CH3:8])[N:3]1[O:10][CH2:11][C:12]1[CH:13]=[C:14]([CH2:18][OH:19])[CH:15]=[N:16][CH:17]=1.O[N:22]1[C:30](=[O:31])[C:29]2[C:24](=[CH:25][CH:26]=[CH:27][CH:28]=2)[C:23]1=[O:32].C1(P(C2C=CC=CC=2)C2C=CC=CC=2)C=CC=CC=1.N(C(OC(C)C)=O)=NC(OC(C)C)=O. The catalyst is C1COCC1. The product is [CH3:9][C:4]1([CH3:8])[CH2:5][CH2:6][CH2:7][C:2]([CH3:20])([CH3:1])[N:3]1[O:10][CH2:11][C:12]1[CH:13]=[C:14]([CH2:18][O:19][N:22]2[C:30](=[O:31])[C:29]3[C:24](=[CH:25][CH:26]=[CH:27][CH:28]=3)[C:23]2=[O:32])[CH:15]=[N:16][CH:17]=1. The yield is 0.820. (4) The reactants are Cl.[NH2:2][OH:3].C([O-])([O-])=O.[K+].[K+].[N+:10]([C:13]1[CH:20]=[CH:19][C:16]([C:17]#[N:18])=[CH:15][CH:14]=1)([O-:12])=[O:11]. The catalyst is CCO. The product is [OH:3][NH:2][C:17](=[NH:18])[C:16]1[CH:15]=[CH:14][C:13]([N+:10]([O-:12])=[O:11])=[CH:20][CH:19]=1. The yield is 0.870. (5) The reactants are C(O[CH:4]=[C:5]([CH3:12])[C:6](=O)[C:7]([F:10])([F:9])[F:8])C.O.[NH2:14][NH2:15]. The catalyst is C(O)C. The product is [CH3:12][C:5]1[C:6]([C:7]([F:10])([F:9])[F:8])=[N:14][NH:15][CH:4]=1. The yield is 0.867. (6) The reactants are [C:1]([Si:5]([CH3:28])([CH3:27])[O:6][CH2:7][CH:8]1[CH2:13][CH:12]([S:14]([C:17]2[CH:22]=[CH:21][CH:20]=[C:19]([C:23]([F:26])([F:25])[F:24])[CH:18]=2)(=[O:16])=[O:15])[CH2:11][CH2:10][O:9]1)([CH3:4])([CH3:3])[CH3:2].[CH3:29][Si]([N-][Si](C)(C)C)(C)C.[Na+].C1OCCOCCOCCOCCOC1. The catalyst is C1COCC1.CCOC(C)=O. The product is [C:1]([Si:5]([CH3:28])([CH3:27])[O:6][CH2:7][CH:8]1[CH2:13][C:12]([CH3:29])([S:14]([C:17]2[CH:22]=[CH:21][CH:20]=[C:19]([C:23]([F:26])([F:24])[F:25])[CH:18]=2)(=[O:15])=[O:16])[CH2:11][CH2:10][O:9]1)([CH3:4])([CH3:3])[CH3:2]. The yield is 0.520.